This data is from Forward reaction prediction with 1.9M reactions from USPTO patents (1976-2016). The task is: Predict the product of the given reaction. (1) The product is: [NH2:26][CH2:25][C:3]1[C:2]([NH:1][CH2:28][C:29]2[CH:38]=[CH:37][C:36]3[C:31](=[CH:32][CH:33]=[CH:34][CH:35]=3)[CH:30]=2)=[N:15][C:6]2[N:7]([CH3:14])[C:8](=[O:13])[N:9]([CH3:12])[C:10](=[O:11])[C:5]=2[C:4]=1[C:16]1[CH:21]=[C:20]([F:22])[CH:19]=[CH:18][C:17]=1[O:23][CH3:24]. Given the reactants [NH2:1][C:2]1[C:3]([C:25]#[N:26])=[C:4]([C:16]2[CH:21]=[C:20]([F:22])[CH:19]=[CH:18][C:17]=2[O:23][CH3:24])[C:5]2[C:10](=[O:11])[N:9]([CH3:12])[C:8](=[O:13])[N:7]([CH3:14])[C:6]=2[N:15]=1.Br[CH2:28][C:29]1[CH:38]=[CH:37][C:36]2[C:31](=[CH:32][CH:33]=[CH:34][CH:35]=2)[CH:30]=1, predict the reaction product. (2) Given the reactants [Cl:1][C:2]1[CH:10]=[CH:9][CH:8]=[C:7]2[C:3]=1[C:4]([C:15]([OH:17])=O)=[CH:5][N:6]2[CH:11]1[CH2:14][O:13][CH2:12]1.[C:18]1([N:24]2[CH2:29][CH2:28][N:27]([C:30]3([CH2:36][NH2:37])[CH2:35][CH2:34][O:33][CH2:32][CH2:31]3)[CH2:26][CH2:25]2)[CH:23]=[CH:22][CH:21]=[CH:20][CH:19]=1.Cl.CN(C)CCCN=C=NCC.N1(O)C2C=CC=CC=2N=N1.C(N(C(C)C)C(C)C)C, predict the reaction product. The product is: [Cl:1][C:2]1[CH:10]=[CH:9][CH:8]=[C:7]2[C:3]=1[C:4]([C:15]([NH:37][CH2:36][C:30]1([N:27]3[CH2:28][CH2:29][N:24]([C:18]4[CH:23]=[CH:22][CH:21]=[CH:20][CH:19]=4)[CH2:25][CH2:26]3)[CH2:35][CH2:34][O:33][CH2:32][CH2:31]1)=[O:17])=[CH:5][N:6]2[CH:11]1[CH2:12][O:13][CH2:14]1. (3) Given the reactants [Cl:1][C:2]1[CH:7]=[C:6]([Cl:8])[C:5]([CH3:9])=[CH:4][C:3]=1[S:10](Cl)(=[O:12])=[O:11].[NH2:14][C:15]1[CH:16]=[C:17]([C:21]2[NH:25][N:24]=[N:23][N:22]=2)[CH:18]=[CH:19][CH:20]=1, predict the reaction product. The product is: [Cl:1][C:2]1[CH:7]=[C:6]([Cl:8])[C:5]([CH3:9])=[CH:4][C:3]=1[S:10]([NH:14][C:15]1[CH:20]=[CH:19][CH:18]=[C:17]([C:21]2[NH:25][N:24]=[N:23][N:22]=2)[CH:16]=1)(=[O:12])=[O:11]. (4) Given the reactants [C:1]([O:5][C:6]([NH:8][CH2:9][C:10]1[CH:15]=[CH:14][C:13]([CH2:16][C@H:17]([NH:23][C:24](=[O:33])[O:25][CH2:26][C:27]2[CH:32]=[CH:31][CH:30]=[CH:29][CH:28]=2)[C@H:18]([OH:22])[C:19]([CH3:21])=[CH2:20])=[CH:12][CH:11]=1)=[O:7])([CH3:4])([CH3:3])[CH3:2].C([O:38]O)(C)(C)C.CC(OI1(OC(C)=O)(OC(C)=O)OC(=O)C2C=CC=CC1=2)=O.C([O-])(O)=O.[Na+].[O-]S([O-])(=S)=O.[Na+].[Na+], predict the reaction product. The product is: [C:1]([O:5][C:6]([NH:8][CH2:9][C:10]1[CH:15]=[CH:14][C:13]([CH2:16][C@H:17]([NH:23][C:24](=[O:33])[O:25][CH2:26][C:27]2[CH:28]=[CH:29][CH:30]=[CH:31][CH:32]=2)[C:18]([C@@:19]2([CH3:21])[CH2:20][O:38]2)=[O:22])=[CH:12][CH:11]=1)=[O:7])([CH3:2])([CH3:3])[CH3:4].